This data is from Full USPTO retrosynthesis dataset with 1.9M reactions from patents (1976-2016). The task is: Predict the reactants needed to synthesize the given product. (1) Given the product [F:13][C:5]1[CH:4]=[C:3]([CH2:2][C:19]2[CH:18]=[CH:17][CH:16]=[C:15]([F:14])[CH:20]=2)[CH:12]=[CH:11][C:6]=1[C:7]([O:9][CH3:10])=[O:8], predict the reactants needed to synthesize it. The reactants are: Br[CH2:2][C:3]1[CH:12]=[CH:11][C:6]([C:7]([O:9][CH3:10])=[O:8])=[C:5]([F:13])[CH:4]=1.[F:14][C:15]1[CH:16]=[C:17](B(O)O)[CH:18]=[CH:19][CH:20]=1.C(=O)([O-])[O-].[Na+].[Na+]. (2) The reactants are: [N:1]1[CH:6]=[CH:5][C:4]([C:7]2([OH:17])[CH2:16][CH2:15][C:10]3([O:14][CH2:13][CH2:12][O:11]3)[CH2:9][CH2:8]2)=[CH:3][CH:2]=1.C1C=C(Cl)C=C(C(OO)=[O:26])C=1. Given the product [O-:26][N+:1]1[CH:2]=[CH:3][C:4]([C:7]2([OH:17])[CH2:8][CH2:9][C:10]3([O:14][CH2:13][CH2:12][O:11]3)[CH2:15][CH2:16]2)=[CH:5][CH:6]=1, predict the reactants needed to synthesize it.